Dataset: Full USPTO retrosynthesis dataset with 1.9M reactions from patents (1976-2016). Task: Predict the reactants needed to synthesize the given product. Given the product [F:45][C:42]1[CH:43]=[CH:44][C:39]([CH2:38][O:16][C@H:11]([C@H:10]2[O:9][C@H:8]3[C@H:4]([N:5]=[C:6]([N:17]([CH3:25])[C:18](=[O:24])[O:19][C:20]([CH3:22])([CH3:23])[CH3:21])[S:7]3)[C@@H:3]([OH:26])[C@@H:2]2[OH:1])[C:12]([F:14])([F:13])[F:15])=[CH:40][CH:41]=1, predict the reactants needed to synthesize it. The reactants are: [OH:1][C@@H:2]1[C@@H:10]([C@@H:11]([OH:16])[C:12]([F:15])([F:14])[F:13])[O:9][C@H:8]2[C@H:4]([N:5]=[C:6]([N:17]([CH3:25])[C:18](=[O:24])[O:19][C:20]([CH3:23])([CH3:22])[CH3:21])[S:7]2)[C@H:3]1[OH:26].C[Si]([N-][Si](C)(C)C)(C)C.[K+].Cl[CH2:38][C:39]1[CH:44]=[CH:43][C:42]([F:45])=[CH:41][CH:40]=1.